Dataset: Full USPTO retrosynthesis dataset with 1.9M reactions from patents (1976-2016). Task: Predict the reactants needed to synthesize the given product. (1) Given the product [Cl:1][C:2]1[CH:7]=[CH:6][CH:5]=[C:4]([Cl:8])[C:3]=1[CH2:9][C:22]([O:15][CH2:16][CH3:19])=[O:24], predict the reactants needed to synthesize it. The reactants are: [Cl:1][C:2]1[CH:7]=[CH:6][CH:5]=[C:4]([Cl:8])[C:3]=1[CH3:9].C(O[O:15][C:16]([CH3:19])(C)C)(C)(C)C.[C]=O.[CH2:22]([OH:24])C. (2) Given the product [CH:1]1([C:7]2[C:15]3[C:10](=[CH:11][C:12]([C:16]([OH:18])=[O:17])=[CH:13][CH:14]=3)[N:9]([CH2:20][C:21]([N:23]([CH3:25])[CH3:24])=[O:22])[C:8]=2[C:26]2[O:30][CH:29]=[N:28][CH:27]=2)[CH2:6][CH2:5][CH2:4][CH2:3][CH2:2]1, predict the reactants needed to synthesize it. The reactants are: [CH:1]1([C:7]2[C:15]3[C:10](=[CH:11][C:12]([C:16]([O:18]C)=[O:17])=[CH:13][CH:14]=3)[N:9]([CH2:20][C:21]([N:23]([CH3:25])[CH3:24])=[O:22])[C:8]=2[C:26]2[O:30][CH:29]=[N:28][CH:27]=2)[CH2:6][CH2:5][CH2:4][CH2:3][CH2:2]1.[OH-].[K+]. (3) Given the product [NH2:1][C:2]1[C:7]([Cl:8])=[C:6]([C:9]([OH:11])=[O:10])[N:5]=[C:4]([C:13]2[CH:14]=[N:15][C:16]([C:19]([F:20])([F:22])[F:21])=[CH:17][CH:18]=2)[C:3]=1[F:23], predict the reactants needed to synthesize it. The reactants are: [NH2:1][C:2]1[C:7]([Cl:8])=[C:6]([C:9]([O:11]C)=[O:10])[N:5]=[C:4]([C:13]2[CH:14]=[N:15][C:16]([C:19]([F:22])([F:21])[F:20])=[CH:17][CH:18]=2)[C:3]=1[F:23].[OH-].[Li+]. (4) Given the product [ClH:11].[CH2:1]([C:3]1[CH:10]=[CH:9][CH:8]=[CH:7][C:4]=1[CH2:5][NH2:6])[CH3:2], predict the reactants needed to synthesize it. The reactants are: [CH2:1]([C:3]1[CH:10]=[CH:9][CH:8]=[CH:7][C:4]=1[C:5]#[N:6])[CH3:2].[ClH:11].O1CCOCC1.[H][H].